This data is from NCI-60 drug combinations with 297,098 pairs across 59 cell lines. The task is: Regression. Given two drug SMILES strings and cell line genomic features, predict the synergy score measuring deviation from expected non-interaction effect. (1) Drug 1: C1=C(C(=O)NC(=O)N1)N(CCCl)CCCl. Drug 2: C1CN(P(=O)(OC1)NCCCl)CCCl. Cell line: UO-31. Synergy scores: CSS=16.8, Synergy_ZIP=0.0105, Synergy_Bliss=-0.597, Synergy_Loewe=-7.43, Synergy_HSA=0.573. (2) Drug 1: CN(CC1=CN=C2C(=N1)C(=NC(=N2)N)N)C3=CC=C(C=C3)C(=O)NC(CCC(=O)O)C(=O)O. Drug 2: CC(C)NC(=O)C1=CC=C(C=C1)CNNC.Cl. Cell line: HOP-92. Synergy scores: CSS=5.19, Synergy_ZIP=-4.30, Synergy_Bliss=-0.720, Synergy_Loewe=-15.4, Synergy_HSA=-4.21. (3) Drug 1: CCC1=CC2CC(C3=C(CN(C2)C1)C4=CC=CC=C4N3)(C5=C(C=C6C(=C5)C78CCN9C7C(C=CC9)(C(C(C8N6C)(C(=O)OC)O)OC(=O)C)CC)OC)C(=O)OC.C(C(C(=O)O)O)(C(=O)O)O. Drug 2: CC(C)(C#N)C1=CC(=CC(=C1)CN2C=NC=N2)C(C)(C)C#N. Cell line: HS 578T. Synergy scores: CSS=58.0, Synergy_ZIP=0.619, Synergy_Bliss=0.623, Synergy_Loewe=-1.21, Synergy_HSA=1.14. (4) Drug 1: C1=CN(C=N1)CC(O)(P(=O)(O)O)P(=O)(O)O. Drug 2: C1CNP(=O)(OC1)N(CCCl)CCCl. Cell line: CAKI-1. Synergy scores: CSS=-4.93, Synergy_ZIP=1.35, Synergy_Bliss=-2.15, Synergy_Loewe=-3.67, Synergy_HSA=-4.14. (5) Drug 1: C1=CC(=C2C(=C1NCCNCCO)C(=O)C3=C(C=CC(=C3C2=O)O)O)NCCNCCO. Drug 2: C1=CC=C(C=C1)NC(=O)CCCCCCC(=O)NO. Cell line: MDA-MB-231. Synergy scores: CSS=39.5, Synergy_ZIP=4.91, Synergy_Bliss=8.83, Synergy_Loewe=-0.457, Synergy_HSA=11.3.